The task is: Predict the reaction yield, written as a fraction of the theoretical maximum amount of product (1.0 means a 100% yield; for example, 0.34 means a 34% yield).. This data is from Reaction yield outcomes from USPTO patents with 853,638 reactions. (1) The reactants are [Cl:1][C:2]1[N:10]=[C:9]2[C:5]([N:6]=[CH:7][N:8]2[CH2:11][CH2:12][CH3:13])=[C:4](Cl)[N:3]=1.[C:15]1([C:21]2[CH:28]=[CH:27][C:24]([CH2:25][NH2:26])=[CH:23][CH:22]=2)[CH:20]=[CH:19][CH:18]=[CH:17][CH:16]=1.C(N(CC)CC)C. The catalyst is C(O)CCC. The product is [C:21]1([C:15]2[CH:16]=[CH:17][CH:18]=[CH:19][CH:20]=2)[CH:22]=[CH:23][C:24]([CH2:25][NH:26][C:4]2[N:3]=[C:2]([Cl:1])[N:10]=[C:9]3[C:5]=2[N:6]=[CH:7][N:8]3[CH2:11][CH2:12][CH3:13])=[CH:27][CH:28]=1. The yield is 0.910. (2) The reactants are CS(C)=O.N#N.C(Cl)(=O)C(Cl)=O.[Cl:13][C:14]1[CH:15]=[C:16]2[C:21](=[CH:22][CH:23]=1)[C@@:20]1([CH2:29][O:28][C:27]3[CH:30]=[CH:31][C:32]([C:34]([O:36][CH3:37])=[O:35])=[CH:33][C:26]=3[N:25]([CH2:38][C@@H:39]3[CH2:42][CH2:41][C@H:40]3[CH2:43][OH:44])[CH2:24]1)[CH2:19][CH2:18][CH2:17]2.CCN(CC)CC. The catalyst is C(Cl)Cl.O. The product is [Cl:13][C:14]1[CH:15]=[C:16]2[C:21](=[CH:22][CH:23]=1)[C@@:20]1([CH2:29][O:28][C:27]3[CH:30]=[CH:31][C:32]([C:34]([O:36][CH3:37])=[O:35])=[CH:33][C:26]=3[N:25]([CH2:38][C@@H:39]3[CH2:42][CH2:41][C@H:40]3[CH:43]=[O:44])[CH2:24]1)[CH2:19][CH2:18][CH2:17]2. The yield is 0.940. (3) The reactants are Cl[CH2:2][CH2:3][O:4][C:5]([CH3:9])([CH3:8])[C:6]#[N:7].[Na+].[I-].[NH2:12][OH:13].[C:14]([C:21]([O:23][CH2:24][CH3:25])=[O:22])#[C:15][C:16]([O:18][CH2:19][CH3:20])=[O:17]. The catalyst is C(O)C.C(OCC)(=O)C. The product is [CH2:19]([O:18][C:16](=[O:17])[CH2:15][C:14]1([C:21]([O:23][CH2:24][CH3:25])=[O:22])[O:13][N:12]2[C:6]([C:5]([CH3:9])([CH3:8])[O:4][CH2:3][CH2:2]2)=[N:7]1)[CH3:20]. The yield is 0.486. (4) The reactants are [CH3:1][CH:2]([C@:4]([OH:30])(/[CH:6]=[CH:7]/[C@H:8]([C@@H:10]1[C@:27]2([CH3:28])[C@H:13]([C:14]3[C@H:24]([CH2:25][CH2:26]2)[C@:22]2([CH3:23])[C:17]([CH2:18][C@@H:19]([OH:29])[CH2:20][CH2:21]2)=[CH:16][CH:15]=3)[CH2:12][CH2:11]1)[CH3:9])[CH3:5])[CH3:3].C1C=CC=CC=1.O. The catalyst is CCOCC. The product is [CH3:9][C@@H:8]([C@@H:10]1[C@@:27]2([CH3:28])[CH2:26][CH2:25][CH2:24]/[C:14](=[CH:15]\[CH:16]=[C:17]3\[CH2:18][C@@H:19]([OH:29])[CH2:20][CH2:21][C:22]\3=[CH2:23])/[C@@H:13]2[CH2:12][CH2:11]1)/[CH:7]=[CH:6]/[C:4]([OH:30])([CH:2]([CH3:1])[CH3:3])[CH3:5]. The yield is 0.550.